This data is from Peptide-MHC class II binding affinity with 134,281 pairs from IEDB. The task is: Regression. Given a peptide amino acid sequence and an MHC pseudo amino acid sequence, predict their binding affinity value. This is MHC class II binding data. (1) The peptide sequence is FLIMRNLTNLLSARK. The MHC is DRB1_0405 with pseudo-sequence DRB1_0405. The binding affinity (normalized) is 0.735. (2) The peptide sequence is ALRASADAYATAEAS. The MHC is HLA-DQA10501-DQB10201 with pseudo-sequence HLA-DQA10501-DQB10201. The binding affinity (normalized) is 0.229.